This data is from Cav3 T-type calcium channel HTS with 100,875 compounds. The task is: Binary Classification. Given a drug SMILES string, predict its activity (active/inactive) in a high-throughput screening assay against a specified biological target. The compound is S(CCC(NC(=O)c1ccccc1)c1onc(n1)c1ccccc1)C. The result is 0 (inactive).